Dataset: Reaction yield outcomes from USPTO patents with 853,638 reactions. Task: Predict the reaction yield, written as a fraction of the theoretical maximum amount of product (1.0 means a 100% yield; for example, 0.34 means a 34% yield). (1) The reactants are C(O[C:4](=O)[C:5]([C:10]1[CH:28]=[CH:27][C:13]2[N:14]=[C:15]([NH:18][C:19]3[CH:24]=[CH:23][C:22]([F:25])=[CH:21][C:20]=3[CH3:26])[N:16]([CH3:17])[C:12]=2[C:11]=1[C:29]#[N:30])(C)[C:6](=O)[CH3:7])C.O.S(=O)(=O)(O)[OH:34].[OH-].[NH4+]. The catalyst is C(O)(=O)C. The product is [F:25][C:22]1[CH:23]=[CH:24][C:19]([NH:18][C:15]2[N:16]([CH3:17])[C:12]3[C:11]4[C:29](=[O:34])[NH:30][C:6]([CH3:7])=[C:5]([CH3:4])[C:10]=4[CH:28]=[CH:27][C:13]=3[N:14]=2)=[C:20]([CH3:26])[CH:21]=1. The yield is 0.700. (2) The reactants are [Br:1][C:2]1[CH:7]=[CH:6][C:5]([NH:8][C:9]2[N:14]3[CH:15]=[N:16][CH:17]=[C:13]3[CH:12]=[CH:11][C:10]=2[C:18]([OH:20])=O)=[C:4]([F:21])[CH:3]=1.[CH:22]([O:24][CH2:25][CH2:26][O:27][NH2:28])=[CH2:23].CCN=C=NCCCN(C)C.Cl.C1C=CC2N(O)N=NC=2C=1.CCN(C(C)C)C(C)C. The catalyst is CN(C=O)C. The product is [CH:22]([O:24][CH2:25][CH2:26][O:27][NH:28][C:18]([C:10]1[CH:11]=[CH:12][C:13]2[N:14]([CH:15]=[N:16][CH:17]=2)[C:9]=1[NH:8][C:5]1[CH:6]=[CH:7][C:2]([Br:1])=[CH:3][C:4]=1[F:21])=[O:20])=[CH2:23]. The yield is 0.530.